This data is from Forward reaction prediction with 1.9M reactions from USPTO patents (1976-2016). The task is: Predict the product of the given reaction. (1) Given the reactants [Cl:1][C:2]1[CH:10]=[CH:9][C:8]([CH3:11])=[CH:7][C:3]=1[C:4]([OH:6])=[O:5].OS(O)(=O)=O.[CH2:17](O)[CH3:18], predict the reaction product. The product is: [Cl:1][C:2]1[CH:10]=[CH:9][C:8]([CH3:11])=[CH:7][C:3]=1[C:4]([O:6][CH2:17][CH3:18])=[O:5]. (2) The product is: [C:13]1([CH3:17])[CH:14]=[CH:15][CH:16]=[C:11]([C:10]2[O:9][N:8]=[C:2]([C:3]([O:5][CH2:6][CH3:7])=[O:4])[N:1]=2)[CH:12]=1. Given the reactants [NH2:1]/[C:2](=[N:8]/[O:9][C:10](=O)[C:11]1[CH:16]=[CH:15][CH:14]=[C:13]([CH3:17])[CH:12]=1)/[C:3]([O:5][CH2:6][CH3:7])=[O:4].OS(O)(=O)=O, predict the reaction product.